The task is: Predict which catalyst facilitates the given reaction.. This data is from Catalyst prediction with 721,799 reactions and 888 catalyst types from USPTO. Reactant: [F:1][C:2]([F:24])([F:23])[C:3]1[CH:8]=[CH:7][C:6]([CH:9]2[CH2:14][CH:13]([C:15]([O:17]C)=[O:16])[CH2:12][CH2:11][N:10]2[C:19]([O:21][CH3:22])=[O:20])=[CH:5][CH:4]=1.[Br-].[Li+].C(N(CC)CC)C.CC(OC)(C)C. Product: [CH3:22][O:21][C:19]([N:10]1[CH2:11][CH2:12][CH:13]([C:15]([OH:17])=[O:16])[CH2:14][CH:9]1[C:6]1[CH:5]=[CH:4][C:3]([C:2]([F:24])([F:1])[F:23])=[CH:8][CH:7]=1)=[O:20]. The catalyst class is: 47.